Dataset: Forward reaction prediction with 1.9M reactions from USPTO patents (1976-2016). Task: Predict the product of the given reaction. Given the reactants [NH2:1][C@@H:2]1[CH2:7][CH2:6][C@H:5]([NH:8][C:9](=[O:19])[C:10]2[CH:15]=[C:14]([F:16])[C:13]([F:17])=[C:12]([F:18])[CH:11]=2)[CH2:4][CH2:3]1.[Cl:20][C:21]1[N:26]=[C:25]([CH3:27])[N:24]=[C:23]([NH:28][CH3:29])[CH:22]=1, predict the reaction product. The product is: [ClH:20].[F:16][C:14]1[CH:15]=[C:10]([CH:11]=[C:12]([F:18])[C:13]=1[F:17])[C:9]([NH:8][C@H:5]1[CH2:4][CH2:3][C@@H:2]([NH:1][C:21]2[CH:22]=[C:23]([NH:28][CH3:29])[N:24]=[C:25]([CH3:27])[N:26]=2)[CH2:7][CH2:6]1)=[O:19].